From a dataset of Forward reaction prediction with 1.9M reactions from USPTO patents (1976-2016). Predict the product of the given reaction. (1) Given the reactants [CH2:1]([O:3][CH:4]([C:10](=O)[C:11]([O:13]CC)=O)[C:5]([O:7][CH2:8][CH3:9])=[O:6])[CH3:2].[NH2:17][C:18]([NH2:20])=[O:19].Cl.CC(O)=O, predict the reaction product. The product is: [CH2:8]([O:7][C:5](=[O:6])[C:4](=[C:10]1[C:11](=[O:13])[NH:20][C:18](=[O:19])[NH:17]1)[O:3][CH2:1][CH3:2])[CH3:9]. (2) The product is: [OH:3][C@@H:4]1[C@H:5]([OH:31])[CH2:6][N:7]([C:10]2[CH:19]=[C:18]3[C:13]([CH:14]=[C:15]([C:21]4[CH:26]=[CH:25][CH:24]=[CH:23][C:22]=4[C:27]([F:29])([F:28])[F:30])[NH:16][C:17]3=[O:20])=[CH:12][CH:11]=2)[C:8]1=[O:9]. Given the reactants CC1(C)[O:31][C@@H:5]2[CH2:6][N:7]([C:10]3[CH:19]=[C:18]4[C:13]([CH:14]=[C:15]([C:21]5[CH:26]=[CH:25][CH:24]=[CH:23][C:22]=5[C:27]([F:30])([F:29])[F:28])[NH:16][C:17]4=[O:20])=[CH:12][CH:11]=3)[C:8](=[O:9])[C@@H:4]2[O:3]1.Cl.[OH-].[Na+], predict the reaction product. (3) Given the reactants FC(F)(F)C(O)=O.[Cl:8][C:9]1[CH:10]=[CH:11][C:12]([O:23][CH3:24])=[C:13]([C:15]2[CH:20]=[C:19]([NH2:21])[N:18]=[C:17]([NH2:22])[CH:16]=2)[CH:14]=1.[CH:25]([C:27]1[CH:32]=[CH:31][C:30](B(O)O)=[CH:29][CH:28]=1)=[O:26], predict the reaction product. The product is: [NH2:22][C:17]1[N:18]=[C:19]([NH:21][C:30]2[CH:31]=[CH:32][C:27]([CH:25]=[O:26])=[CH:28][CH:29]=2)[CH:20]=[C:15]([C:13]2[CH:14]=[C:9]([Cl:8])[CH:10]=[CH:11][C:12]=2[O:23][CH3:24])[CH:16]=1. (4) Given the reactants [NH2:1][C:2]1[N:11]=[CH:10][C:9]2[C:8](SC)=[N:7][CH:6]=[N:5][C:4]=2[CH:3]=1.[N+:14]([C:17]1[CH:23]=[CH:22][CH:21]=[CH:20][C:18]=1[NH2:19])([O-:16])=[O:15].Cl.C([O-])(O)=O.[Na+], predict the reaction product. The product is: [NH2:1][C:2]1[N:11]=[CH:10][C:9]2[C:8]([NH:19][C:18]3[CH:20]=[CH:21][CH:22]=[CH:23][C:17]=3[N+:14]([O-:16])=[O:15])=[N:7][CH:6]=[N:5][C:4]=2[CH:3]=1. (5) The product is: [CH3:1][C:2]1[CH:7]=[C:6]([N:8]2[CH2:12][CH2:11][CH:10]([N:13]3[CH2:17][CH2:16][CH2:15][CH:14]3[CH3:18])[CH2:9]2)[CH:5]=[CH:4][C:3]=1[NH:19][C:29]([C:25]1[CH:24]=[C:23]2[C:28](=[CH:27][CH:26]=1)[NH:20][CH:21]=[CH:22]2)=[O:30]. Given the reactants [CH3:1][C:2]1[CH:7]=[C:6]([N:8]2[CH2:12][CH2:11][CH:10]([N:13]3[CH2:17][CH2:16][CH2:15][CH:14]3[CH3:18])[CH2:9]2)[CH:5]=[CH:4][C:3]=1[NH2:19].[NH:20]1[C:28]2[C:23](=[CH:24][C:25]([C:29](O)=[O:30])=[CH:26][CH:27]=2)[CH:22]=[CH:21]1, predict the reaction product. (6) Given the reactants NC1C=CC=C2C=1C(=O)N(C1C=CC=C(C(F)(F)F)C=1)N=C2.[N+:23]([C:26]1[CH:27]=[CH:28][CH:29]=[C:30]2[C:35]=1[C:34](=[O:36])[N:33]([C:37]1[CH:42]=[CH:41][CH:40]=[C:39]([O:43][C:44]([F:47])([F:46])[F:45])[CH:38]=1)[N:32]=[CH:31]2)([O-])=O, predict the reaction product. The product is: [NH2:23][C:26]1[CH:27]=[CH:28][CH:29]=[C:30]2[C:35]=1[C:34](=[O:36])[N:33]([C:37]1[CH:42]=[CH:41][CH:40]=[C:39]([O:43][C:44]([F:46])([F:47])[F:45])[CH:38]=1)[N:32]=[CH:31]2.